Dataset: NCI-60 drug combinations with 297,098 pairs across 59 cell lines. Task: Regression. Given two drug SMILES strings and cell line genomic features, predict the synergy score measuring deviation from expected non-interaction effect. (1) Synergy scores: CSS=30.8, Synergy_ZIP=-4.06, Synergy_Bliss=-5.56, Synergy_Loewe=-10.2, Synergy_HSA=-5.05. Drug 1: CC12CCC(CC1=CCC3C2CCC4(C3CC=C4C5=CN=CC=C5)C)O. Cell line: CCRF-CEM. Drug 2: C1CCC(CC1)NC(=O)N(CCCl)N=O. (2) Drug 1: C1=CC=C(C=C1)NC(=O)CCCCCCC(=O)NO. Drug 2: CC1CCC2CC(C(=CC=CC=CC(CC(C(=O)C(C(C(=CC(C(=O)CC(OC(=O)C3CCCCN3C(=O)C(=O)C1(O2)O)C(C)CC4CCC(C(C4)OC)OCCO)C)C)O)OC)C)C)C)OC. Cell line: HCT-15. Synergy scores: CSS=-2.04, Synergy_ZIP=-0.774, Synergy_Bliss=-2.35, Synergy_Loewe=-1.39, Synergy_HSA=-2.93. (3) Drug 1: CC(C1=C(C=CC(=C1Cl)F)Cl)OC2=C(N=CC(=C2)C3=CN(N=C3)C4CCNCC4)N. Drug 2: CC1=C(C(=O)C2=C(C1=O)N3CC4C(C3(C2COC(=O)N)OC)N4)N. Cell line: MOLT-4. Synergy scores: CSS=52.8, Synergy_ZIP=-1.57, Synergy_Bliss=-3.15, Synergy_Loewe=-7.46, Synergy_HSA=-3.34.